Dataset: Reaction yield outcomes from USPTO patents with 853,638 reactions. Task: Predict the reaction yield, written as a fraction of the theoretical maximum amount of product (1.0 means a 100% yield; for example, 0.34 means a 34% yield). (1) The reactants are [CH:1]1([N:5]2[CH2:10][CH2:9][N:8]([C:11]([C:13]3[CH:14]=[C:15]4[C:19](=[CH:20][CH:21]=3)[NH:18][C:17]([C:22]([N:24]3[CH2:29][CH2:28][C:27]([F:31])([F:30])[CH2:26][CH2:25]3)=[O:23])=[CH:16]4)=[O:12])[CH2:7][CH2:6]2)[CH2:4][CH2:3][CH2:2]1.[H-].[Na+].[CH:34]1([CH2:37]Br)[CH2:36][CH2:35]1. The catalyst is CN(C)C=O. The product is [CH:1]1([N:5]2[CH2:6][CH2:7][N:8]([C:11]([C:13]3[CH:14]=[C:15]4[C:19](=[CH:20][CH:21]=3)[N:18]([CH2:37][CH:34]3[CH2:36][CH2:35]3)[C:17]([C:22]([N:24]3[CH2:25][CH2:26][C:27]([F:30])([F:31])[CH2:28][CH2:29]3)=[O:23])=[CH:16]4)=[O:12])[CH2:9][CH2:10]2)[CH2:2][CH2:3][CH2:4]1. The yield is 0.730. (2) The reactants are C(O[C:4]([C:6]1[N:7]=[N:8][C:9]([O:12][CH2:13][C:14]2[C:15]([C:20]3[CH:25]=[CH:24][C:23]([F:26])=[CH:22][CH:21]=3)=[N:16][O:17][C:18]=2[CH3:19])=[CH:10][CH:11]=1)=[O:5])C.[NH:27]1[CH2:32][CH2:31][S:30](=[O:34])(=[O:33])[CH2:29][CH2:28]1. No catalyst specified. The product is [O:33]=[S:30]1(=[O:34])[CH2:31][CH2:32][N:27]([C:4]([C:6]2[N:7]=[N:8][C:9]([O:12][CH2:13][C:14]3[C:15]([C:20]4[CH:21]=[CH:22][C:23]([F:26])=[CH:24][CH:25]=4)=[N:16][O:17][C:18]=3[CH3:19])=[CH:10][CH:11]=2)=[O:5])[CH2:28][CH2:29]1. The yield is 0.730. (3) The reactants are C(OC([N:8]1[CH2:13][CH2:12][CH:11]([CH2:14][N:15]([CH2:23][C:24]2[CH:32]=[CH:31][C:27]([C:28]([OH:30])=[O:29])=[CH:26][CH:25]=2)[C:16](=[O:22])[C:17]([O:19][CH2:20][CH3:21])=[O:18])[CH2:10][CH2:9]1)=O)(C)(C)C.C(O)(C(F)(F)F)=O. The catalyst is C(Cl)Cl. The product is [CH2:20]([O:19][C:17](=[O:18])[C:16]([N:15]([CH2:23][C:24]1[CH:32]=[CH:31][C:27]([C:28]([OH:30])=[O:29])=[CH:26][CH:25]=1)[CH2:14][CH:11]1[CH2:12][CH2:13][NH:8][CH2:9][CH2:10]1)=[O:22])[CH3:21]. The yield is 0.999.